This data is from Full USPTO retrosynthesis dataset with 1.9M reactions from patents (1976-2016). The task is: Predict the reactants needed to synthesize the given product. (1) The reactants are: [Br:1][C:2]1[CH:3]=[CH:4][C:5](N)=[N:6][C:7]=1[CH3:8].Br.[Br:11]C1C=CC(N)=NC=1C.Br.BrBr.N([O-])=O.[Na+].[OH-].[Na+]. Given the product [Br:11][C:5]1[CH:4]=[CH:3][C:2]([Br:1])=[C:7]([CH3:8])[N:6]=1, predict the reactants needed to synthesize it. (2) Given the product [Br:30][CH2:1][C:2]1[CH:11]=[N:10][C:9]2[C:4](=[CH:5][CH:6]=[CH:7][CH:8]=2)[N:3]=1, predict the reactants needed to synthesize it. The reactants are: [CH3:1][C:2]1[CH:11]=[N:10][C:9]2[C:4](=[CH:5][CH:6]=[CH:7][CH:8]=2)[N:3]=1.C(OOC(=O)C1C=CC=CC=1)(=O)C1C=CC=CC=1.[Br:30]NC(=O)CCC(N)=O. (3) Given the product [CH3:12][N:13]1[CH:17]=[C:16]([N+:8]([O-:11])=[O:9])[CH:15]=[C:14]1[C:18]([OH:20])=[O:19], predict the reactants needed to synthesize it. The reactants are: C(OC(=O)C)(=O)C.[N+:8]([O-:11])(O)=[O:9].[CH3:12][N:13]1[CH:17]=[CH:16][CH:15]=[C:14]1[C:18]([OH:20])=[O:19]. (4) Given the product [Br:1][C:2]1[CH:7]=[CH:6][C:5]([N:8]2[CH:12]=[CH:11][CH:10]=[N:9]2)=[C:4]([CH:3]=1)[NH2:13], predict the reactants needed to synthesize it. The reactants are: [Br:1][C:2]1[CH:7]=[CH:6][C:5]([N:8]2[CH:12]=[CH:11][CH:10]=[N:9]2)=[C:4]([N+:13]([O-])=O)[CH:3]=1.O.[Cl-].[NH4+]. (5) Given the product [CH2:1]([C:3]1[CH:8]=[N:7][C:6]([C:9]2[NH:10][C:13](=[O:20])[C:14]([CH:17]([CH3:18])[CH3:19])([CH3:16])[N:15]=2)=[C:5]([CH:4]=1)[C:11]([NH:22][CH2:23][CH2:24][CH2:25][CH2:26][CH2:27][C:28]([O:30][CH3:31])=[O:29])=[O:12])[CH3:2], predict the reactants needed to synthesize it. The reactants are: [CH2:1]([C:3]1[CH:4]=[C:5]2[C:11](=[O:12])[N:10]3[C:13](=[O:20])[C:14]([CH:17]([CH3:19])[CH3:18])([CH3:16])[N:15]=[C:9]3[C:6]2=[N:7][CH:8]=1)[CH3:2].Cl.[NH2:22][CH2:23][CH2:24][CH2:25][CH2:26][CH2:27][C:28]([O:30][CH3:31])=[O:29].C(N(CC)CC)C. (6) Given the product [Cl:1][C:2]1[CH:7]=[CH:6][C:5]([C:8]2[CH:12]=[CH:11][N:10]([C:13]3[CH:14]=[CH:15][C:16]4[O:25][CH2:24][C:19](=[O:20])[CH2:18][C:17]=4[CH:26]=3)[N:9]=2)=[CH:4][C:3]=1[CH2:27][NH:28][C:29](=[O:32])[O:30][CH3:31], predict the reactants needed to synthesize it. The reactants are: [Cl:1][C:2]1[CH:7]=[CH:6][C:5]([C:8]2[CH:12]=[CH:11][N:10]([C:13]3[CH:14]=[CH:15][C:16]4[O:25][CH2:24][C:19]5(OCC[O:20]5)[CH2:18][C:17]=4[CH:26]=3)[N:9]=2)=[CH:4][C:3]=1[CH2:27][NH:28][C:29](=[O:32])[O:30][CH3:31].Cl. (7) Given the product [F:1][C:2]1[CH:32]=[CH:31][C:5]2[NH:6][C:7]([C:9]3[CH:10]=[CH:11][C:12]([N:15]4[CH2:20][CH2:19][CH:18]([O:21][C@H:22]5[CH2:27][CH2:26][C@H:25]([C:28]([NH:40][S:37]([C:34]6([CH3:33])[CH2:36][CH2:35]6)(=[O:39])=[O:38])=[O:30])[CH2:24][CH2:23]5)[CH2:17][CH2:16]4)=[N:13][CH:14]=3)=[N:8][C:4]=2[CH:3]=1, predict the reactants needed to synthesize it. The reactants are: [F:1][C:2]1[CH:32]=[CH:31][C:5]2[NH:6][C:7]([C:9]3[CH:10]=[CH:11][C:12]([N:15]4[CH2:20][CH2:19][CH:18]([O:21][C@H:22]5[CH2:27][CH2:26][C@H:25]([C:28]([OH:30])=O)[CH2:24][CH2:23]5)[CH2:17][CH2:16]4)=[N:13][CH:14]=3)=[N:8][C:4]=2[CH:3]=1.[CH3:33][C:34]1([S:37]([NH2:40])(=[O:39])=[O:38])[CH2:36][CH2:35]1.CN(C(ON1N=NC2C=CC=NC1=2)=[N+](C)C)C.F[P-](F)(F)(F)(F)F.CCN(C(C)C)C(C)C. (8) Given the product [S:13]1[CH:14]=[CH:15][N:16]=[C:12]1[O:1][CH2:2][C:3]1([CH2:7][OH:8])[CH2:6][CH2:5][CH2:4]1, predict the reactants needed to synthesize it. The reactants are: [OH:1][CH2:2][C:3]1([CH2:7][OH:8])[CH2:6][CH2:5][CH2:4]1.[H-].[Na+].Br[C:12]1[S:13][CH:14]=[CH:15][N:16]=1.C(=O)(O)[O-].[Na+].